From a dataset of Reaction yield outcomes from USPTO patents with 853,638 reactions. Predict the reaction yield, written as a fraction of the theoretical maximum amount of product (1.0 means a 100% yield; for example, 0.34 means a 34% yield). (1) The reactants are Br[C:2]1[CH:3]=[C:4]([O:9][CH2:10][C:11]2[CH:16]=[CH:15][CH:14]=[CH:13][CH:12]=2)[CH:5]=[C:6]([Br:8])[CH:7]=1.[NH2:17][C:18]1[CH:19]=[N:20][CH:21]=[CH:22][CH:23]=1.CC(C)([O-])C.[Na+].CCOC(C)=O.CCCCCCC. The catalyst is C1(C)C=CC=CC=1.[Cl-].[Na+].O.C1C=CC(/C=C/C(/C=C/C2C=CC=CC=2)=O)=CC=1.C1C=CC(/C=C/C(/C=C/C2C=CC=CC=2)=O)=CC=1.C1C=CC(/C=C/C(/C=C/C2C=CC=CC=2)=O)=CC=1.C(Cl)(Cl)Cl.[Pd].[Pd]. The product is [CH2:10]([O:9][C:4]1[CH:3]=[C:2]([NH:17][C:18]2[CH:19]=[N:20][CH:21]=[CH:22][CH:23]=2)[CH:7]=[C:6]([Br:8])[CH:5]=1)[C:11]1[CH:16]=[CH:15][CH:14]=[CH:13][CH:12]=1. The yield is 0.410. (2) The reactants are [C:1]([O:5][C:6]([N:8]1[CH2:12][CH2:11][CH2:10][C:9]1=[O:13])=[O:7])([CH3:4])([CH3:3])[CH3:2].[C:14]1([Mg]Br)[CH:19]=[CH:18][CH:17]=[CH:16][CH:15]=1.Cl. The catalyst is C1COCC1. The product is [C:1]([O:5][C:6](=[O:7])[NH:8][CH2:12][CH2:11][CH2:10][C:9](=[O:13])[C:14]1[CH:19]=[CH:18][CH:17]=[CH:16][CH:15]=1)([CH3:4])([CH3:3])[CH3:2]. The yield is 0.960. (3) The reactants are [F:1][C:2]([F:13])([F:12])[C:3]1[CH:11]=[CH:10][C:6]([C:7]([NH2:9])=[S:8])=[CH:5][CH:4]=1.Cl[CH:15]([C:20]([CH3:22])=O)[C:16]([O:18][CH3:19])=[O:17].[OH-].[Na+]. The catalyst is O1CCCC1. The product is [CH3:22][C:20]1[N:9]=[C:7]([C:6]2[CH:10]=[CH:11][C:3]([C:2]([F:1])([F:12])[F:13])=[CH:4][CH:5]=2)[S:8][C:15]=1[C:16]([O:18][CH3:19])=[O:17]. The yield is 0.956. (4) The reactants are [OH:1][C:2]1[CH:11]=[CH:10][C:5]([C:6]([O:8][CH3:9])=[O:7])=[C:4]([O:12][CH3:13])[CH:3]=1.Br[CH2:15][C:16]#[N:17].C(=O)([O-])[O-].[K+].[K+]. The catalyst is CN(C)C=O.C(OCC)(=O)C.O. The product is [C:16]([CH2:15][O:1][C:2]1[CH:11]=[CH:10][C:5]([C:6]([O:8][CH3:9])=[O:7])=[C:4]([O:12][CH3:13])[CH:3]=1)#[N:17]. The yield is 0.990.